From a dataset of Full USPTO retrosynthesis dataset with 1.9M reactions from patents (1976-2016). Predict the reactants needed to synthesize the given product. (1) Given the product [Cl:22][C:23]1[CH:28]=[CH:27][C:26]([N:29]2[CH2:13][N:14]([C:16]3[CH:17]=[CH:49][CH:48]=[CH:53][CH:18]=3)[CH2:15][N:32]([C:33](=[O:42])[C:34]3[C:39]([F:40])=[CH:38][CH:37]=[CH:36][C:35]=3[F:41])[C:30]2=[O:31])=[CH:25][CH:24]=1, predict the reactants needed to synthesize it. The reactants are: P(Cl)(Cl)(Cl)(Cl)Cl.C(N1[CH2:15][N:14]([CH:16]([CH3:18])[CH3:17])[CH2:13]N(C(C)C)C1)(C)C.[Cl:22][C:23]1[CH:28]=[CH:27][C:26]([NH:29][C:30]([NH:32][C:33](=[O:42])[C:34]2[C:39]([F:40])=[CH:38][CH:37]=[CH:36][C:35]=2[F:41])=[O:31])=[CH:25][CH:24]=1.C(N([CH2:48][CH3:49])CC)C.[OH-].[Na+].Cl[CH2:53]Cl. (2) Given the product [NH2:25][C:26]1[N:31]=[C:30]([N:32]2[CH2:38][CH2:37][CH2:36][CH2:35][CH2:34][CH2:33]2)[N:29]=[C:28]([NH:39][C@@H:40]2[CH2:45][CH2:44][C@H:43]([C:46]([NH:15][CH2:14][C:13]3[CH:12]=[CH:11][CH:10]=[CH:57][C:55]=3[O:74][C:59]([F:69])([F:68])[F:58])=[O:47])[CH2:42][CH2:41]2)[N:27]=1, predict the reactants needed to synthesize it. The reactants are: CN(C(ON1N=N[C:11]2[CH:12]=[CH:13][CH:14]=[N:15][C:10]1=2)=[N+](C)C)C.F[P-](F)(F)(F)(F)F.[NH2:25][C:26]1[N:31]=[C:30]([N:32]2[CH2:38][CH2:37][CH2:36][CH2:35][CH2:34][CH2:33]2)[N:29]=[C:28]([NH:39][C@@H:40]2[CH2:45][CH2:44][C@H:43]([C:46](O)=[O:47])[CH2:42][CH2:41]2)[N:27]=1.CCN([CH:55]([CH3:57])C)C(C)C.[F:58][C:59]([F:69])([F:68])C1C=CC=CC=1CN.CN(C=[O:74])C. (3) Given the product [ClH:27].[ClH:28].[Cl:27][C:24]1[CH:23]=[CH:22][C:21]([C@@H:10]2[CH2:9][NH:8][CH2:13][CH2:12][NH:11]2)=[CH:26][CH:25]=1, predict the reactants needed to synthesize it. The reactants are: C([N:8]1[CH2:13][CH2:12][N:11](C(OC(C)(C)C)=O)[C@H:10]([C:21]2[CH:26]=[CH:25][C:24]([Cl:27])=[CH:23][CH:22]=2)[CH2:9]1)C1C=CC=CC=1.[Cl:28]C(OC(Cl)C)=O. (4) Given the product [NH2:10][C:11]1[C:12]([C:28]([NH:30][C:31]2[CH:32]=[N:33][CH:34]=[CH:35][C:36]=2[N:37]2[CH2:42][C@H:41]([C:43]([F:45])([F:46])[F:44])[CH2:40][C@H:39]([NH2:47])[CH2:38]2)=[O:29])=[N:13][C:14]2[C:19]([CH:20]=1)=[CH:18][CH:17]=[C:16]([N:21]1[CH2:26][CH2:25][N:24]([CH3:27])[CH2:23][CH2:22]1)[CH:15]=2, predict the reactants needed to synthesize it. The reactants are: C(OC(=O)[NH:10][C:11]1[C:12]([C:28]([NH:30][C:31]2[CH:32]=[N:33][CH:34]=[CH:35][C:36]=2[N:37]2[CH2:42][C@H:41]([C:43]([F:46])([F:45])[F:44])[CH2:40][C@H:39]([NH:47]C(OC(C)(C)C)=O)[CH2:38]2)=[O:29])=[N:13][C:14]2[C:19]([CH:20]=1)=[CH:18][CH:17]=[C:16]([N:21]1[CH2:26][CH2:25][N:24]([CH3:27])[CH2:23][CH2:22]1)[CH:15]=2)C1C=CC=CC=1.Br. (5) Given the product [CH3:21][O:22][C:23](=[O:34])[C:24]1[CH:29]=[C:28]([C:30]#[N:31])[CH:27]=[CH:26][C:25]=1[CH2:32][N:9]1[CH:10]([C:14]2[C:19]([Cl:20])=[CH:18][CH:17]=[CH:16][N:15]=2)[CH2:11][CH2:12][CH2:13][CH:8]1[C:3]1[C:2]([Cl:1])=[CH:7][CH:6]=[CH:5][N:4]=1, predict the reactants needed to synthesize it. The reactants are: [Cl:1][C:2]1[C:3]([CH:8]2[CH2:13][CH2:12][CH2:11][CH:10]([C:14]3[C:19]([Cl:20])=[CH:18][CH:17]=[CH:16][N:15]=3)[NH:9]2)=[N:4][CH:5]=[CH:6][CH:7]=1.[CH3:21][O:22][C:23](=[O:34])[C:24]1[CH:29]=[C:28]([C:30]#[N:31])[CH:27]=[CH:26][C:25]=1[CH2:32]Br.CCN(C(C)C)C(C)C. (6) Given the product [CH3:19][N:20]1[CH2:25][CH2:24][C:23]2[N:26]=[C:27]([NH:29][C:13](=[O:15])[C:12]3[CH:11]=[CH:10][C:9]([B:4]4[O:5][C:6]([CH3:7])([CH3:8])[C:2]([CH3:1])([CH3:18])[O:3]4)=[CH:17][CH:16]=3)[S:28][C:22]=2[CH2:21]1, predict the reactants needed to synthesize it. The reactants are: [CH3:1][C:2]1([CH3:18])[C:6]([CH3:8])([CH3:7])[O:5][B:4]([C:9]2[CH:17]=[CH:16][C:12]([C:13]([OH:15])=O)=[CH:11][CH:10]=2)[O:3]1.[CH3:19][N:20]1[CH2:25][CH2:24][C:23]2[N:26]=[C:27]([NH2:29])[S:28][C:22]=2[CH2:21]1. (7) Given the product [Cl:1][C:2]1[CH:7]=[CH:6][C:5]([N:8]2[C:9]3[CH:14]=[CH:13][CH:12]=[CH:11][C:10]=3[NH:15][S:16]2(=[O:18])=[O:17])=[CH:4][CH:3]=1, predict the reactants needed to synthesize it. The reactants are: [Cl:1][C:2]1[CH:7]=[CH:6][C:5]([NH:8][C:9]2[C:10]([NH2:15])=[CH:11][CH:12]=[CH:13][CH:14]=2)=[CH:4][CH:3]=1.[S:16](N)(N)(=[O:18])=[O:17]. (8) Given the product [F:1][C:2]([F:18])([C:8]1[CH:13]=[CH:12][CH:11]=[CH:10][C:9]=1[O:14][CH:15]([CH3:16])[CH3:17])[C:3]([OH:5])=[O:4], predict the reactants needed to synthesize it. The reactants are: [F:1][C:2]([F:18])([C:8]1[CH:13]=[CH:12][CH:11]=[CH:10][C:9]=1[O:14][CH:15]([CH3:17])[CH3:16])[C:3]([O:5]CC)=[O:4].CO.O.[OH-].[Li+]. (9) The reactants are: [CH3:1][C:2]1[CH:3]=[C:4](B(O)O)[S:5][CH:6]=1.Br[C:11]1[S:19][C:18]2[C:13](=[N:14][CH:15]=[CH:16][C:17]=2[NH:20][C:21]2[CH:22]=[C:23]3[C:27](=[CH:28][CH:29]=2)[NH:26][C:25]([CH3:30])=[CH:24]3)[CH:12]=1. Given the product [CH3:30][C:25]1[NH:26][C:27]2[C:23]([CH:24]=1)=[CH:22][C:21]([NH:20][C:17]1[CH:16]=[CH:15][N:14]=[C:13]3[CH:12]=[C:11]([C:4]4[S:5][CH:6]=[C:2]([CH3:1])[CH:3]=4)[S:19][C:18]=13)=[CH:29][CH:28]=2, predict the reactants needed to synthesize it.